This data is from NCI-60 drug combinations with 297,098 pairs across 59 cell lines. The task is: Regression. Given two drug SMILES strings and cell line genomic features, predict the synergy score measuring deviation from expected non-interaction effect. Drug 1: CCCS(=O)(=O)NC1=C(C(=C(C=C1)F)C(=O)C2=CNC3=C2C=C(C=N3)C4=CC=C(C=C4)Cl)F. Drug 2: CN1CCC(CC1)COC2=C(C=C3C(=C2)N=CN=C3NC4=C(C=C(C=C4)Br)F)OC. Cell line: OVCAR-4. Synergy scores: CSS=7.96, Synergy_ZIP=-1.60, Synergy_Bliss=0.877, Synergy_Loewe=-18.1, Synergy_HSA=-1.43.